This data is from Forward reaction prediction with 1.9M reactions from USPTO patents (1976-2016). The task is: Predict the product of the given reaction. Given the reactants CCN(C(C)C)C(C)C.[F:10][C:11]1[CH:32]=[C:31]([N+:33]([O-:35])=[O:34])[CH:30]=[CH:29][C:12]=1[O:13][C:14]1[CH:19]=[CH:18][N:17]=[C:16]2[CH:20]=[C:21]([C:23]3[CH2:24][CH2:25][NH:26][CH2:27][CH:28]=3)[S:22][C:15]=12.Cl.[CH3:37][N:38]([CH3:43])[CH2:39][C:40](Cl)=[O:41], predict the reaction product. The product is: [CH3:37][N:38]([CH3:43])[CH2:39][C:40]([N:26]1[CH2:25][CH2:24][C:23]([C:21]2[S:22][C:15]3[C:16](=[N:17][CH:18]=[CH:19][C:14]=3[O:13][C:12]3[CH:29]=[CH:30][C:31]([N+:33]([O-:35])=[O:34])=[CH:32][C:11]=3[F:10])[CH:20]=2)=[CH:28][CH2:27]1)=[O:41].